Predict the reaction yield, written as a fraction of the theoretical maximum amount of product (1.0 means a 100% yield; for example, 0.34 means a 34% yield). From a dataset of Reaction yield outcomes from USPTO patents with 853,638 reactions. The reactants are C([O:8][C:9]1[CH:14]=[CH:13][C:12]([C:15]2[CH:16]=[C:17]3[C:21](=[CH:22][CH:23]=2)[C:20](=[O:24])[CH2:19][CH2:18]3)=[CH:11][CH:10]=1)C1C=CC=CC=1.B(Br)(Br)Br.CCOC(C)=O.O. The catalyst is C(Cl)Cl. The product is [OH:8][C:9]1[CH:10]=[CH:11][C:12]([C:15]2[CH:16]=[C:17]3[C:21](=[CH:22][CH:23]=2)[C:20](=[O:24])[CH2:19][CH2:18]3)=[CH:13][CH:14]=1. The yield is 0.500.